This data is from Forward reaction prediction with 1.9M reactions from USPTO patents (1976-2016). The task is: Predict the product of the given reaction. Given the reactants [N:1]1[CH:6]=[CH:5][CH:4]=[CH:3][C:2]=1[N:7]1[CH2:12][CH2:11][CH:10]([NH:13][C:14]([NH:16][CH2:17][CH2:18][NH:19]C(=O)OC(C)(C)C)=[O:15])[CH2:9][CH2:8]1.[ClH:27], predict the reaction product. The product is: [ClH:27].[ClH:27].[NH2:19][CH2:18][CH2:17][NH:16][C:14]([NH:13][CH:10]1[CH2:11][CH2:12][N:7]([C:2]2[CH:3]=[CH:4][CH:5]=[CH:6][N:1]=2)[CH2:8][CH2:9]1)=[O:15].